The task is: Predict the product of the given reaction.. This data is from Forward reaction prediction with 1.9M reactions from USPTO patents (1976-2016). (1) Given the reactants [N+]([O-])([O-])=O.[Ce+4].[NH4+].[N+]([O-])([O-])=O.[N+]([O-])([O-])=O.[N+]([O-])([O-])=O.[N+]([O-])([O-])=[O:20].[CH2:23]([N:30]1[C:38]2[C:33](=[N:34][CH:35]=[CH:36][C:37]=2[N:39]2[CH2:48][CH2:47][C:46]3[C:41](=[CH:42][CH:43]=[CH:44][CH:45]=3)[CH2:40]2)[C:32]([CH3:49])=[C:31]1[CH3:50])[C:24]1[CH:29]=[CH:28][CH:27]=[CH:26][CH:25]=1, predict the reaction product. The product is: [CH2:23]([N:30]1[C:38]2[C:33](=[N:34][CH:35]=[CH:36][C:37]=2[N:39]2[CH2:48][CH2:47][C:46]3[C:41](=[CH:42][CH:43]=[CH:44][CH:45]=3)[CH2:40]2)[C:32]([CH2:49][OH:20])=[C:31]1[CH3:50])[C:24]1[CH:25]=[CH:26][CH:27]=[CH:28][CH:29]=1. (2) Given the reactants Br[CH:2]([CH3:11])[C:3]([C:5]1[CH:10]=[CH:9][CH:8]=[CH:7][CH:6]=1)=[O:4].[NH:12]1[CH:16]=[CH:15][N:14]=[CH:13]1.C(C(CC)(CC)CN)C.C(OCC)(=O)C, predict the reaction product. The product is: [N:12]1([CH:2]([CH3:11])[C:3]([C:5]2[CH:10]=[CH:9][CH:8]=[CH:7][CH:6]=2)=[O:4])[CH:16]=[CH:15][N:14]=[CH:13]1. (3) Given the reactants C([C:8]1[N:9]=[C:10]([NH2:13])[S:11][CH:12]=1)(OC(C)(C)C)=O.C1(P([C:27]2[CH:32]=[CH:31]C=CC=2)C2C=CC=CC=2)C=CC=CC=1.[CH3:33][CH:34](O)[CH3:35].CC[O:39][C:40](/N=N/C(OCC)=O)=[O:41].[CH2:49]1COCC1, predict the reaction product. The product is: [CH:34]([N:13]([C:10]1[S:11][CH:12]=[CH:8][N:9]=1)[C:40](=[O:39])[O:41][C:32]([CH3:31])([CH3:27])[CH3:49])([CH3:35])[CH3:33]. (4) Given the reactants [Br:1][C:2]1[CH:10]=[C:9]([Cl:11])[CH:8]=[CH:7][C:3]=1[C:4](O)=O.[C:12](Cl)(=[O:16])[C:13](Cl)=O.CN([CH:21]=[O:22])C.C(N([CH2:28][CH3:29])CC)C.[CH2:30]1[CH2:34]OC[CH2:31]1, predict the reaction product. The product is: [Br:1][C:2]1[CH:10]=[C:9]([Cl:11])[CH:8]=[CH:7][C:3]=1[CH2:4][C:21]([O:16][CH2:12][C:13]1[CH:29]=[CH:28][CH:34]=[CH:30][CH:31]=1)=[O:22]. (5) Given the reactants FC1C=C(N[N:10]=[C:11]([C:14]#[N:15])[C:12]#[N:13])C=CC=1F.[F:16][C:17]1[CH:18]=[C:19]([CH:21]=[CH:22][C:23]=1[F:24])[NH2:20].C(#N)CC#N.O.[NH2:31][NH2:32], predict the reaction product. The product is: [F:16][C:17]1[CH:18]=[C:19]([NH:20][N:10]=[C:11]2[C:12]([NH2:13])=[N:32][N:31]=[C:14]2[NH2:15])[CH:21]=[CH:22][C:23]=1[F:24]. (6) The product is: [Cl:25][Si:24]([Cl:27])([Cl:26])[CH2:23][Si:29]([Cl:31])([Cl:30])[Cl:28]. Given the reactants [Cl-].C([P+](CCCC)(CCCC)CCCC)C1C=CC=CC=1.Cl[CH2:23][Si:24]([Cl:27])([Cl:26])[Cl:25].[Cl:28][SiH:29]([Cl:31])[Cl:30], predict the reaction product. (7) Given the reactants [B-](F)(F)(F)F.CN(C(O[N:14]1[C:19](=O)[CH2:18][CH2:17][C:15]1=O)=[N+](C)C)C.[OH:21][CH:22]([C:24]1[CH:25]=[C:26]([C:41](O)=[O:42])[CH:27]=[C:28]2[C:33]=1[O:32][C:31]([N:34]1[CH2:39][CH2:38][O:37][CH2:36][CH2:35]1)=[CH:30][C:29]2=[O:40])[CH3:23].C(N(C(C)C)C(C)C)C.N1CCCC1, predict the reaction product. The product is: [OH:21][CH:22]([C:24]1[CH:25]=[C:26]([C:41]([N:14]2[CH2:15][CH2:17][CH2:18][CH2:19]2)=[O:42])[CH:27]=[C:28]2[C:33]=1[O:32][C:31]([N:34]1[CH2:39][CH2:38][O:37][CH2:36][CH2:35]1)=[CH:30][C:29]2=[O:40])[CH3:23]. (8) The product is: [NH2:13][CH:12]1[CH:8]([C:4]2[CH:5]=[CH:6][CH:7]=[C:2]([F:1])[CH:3]=2)[CH2:9][N:10]([C:23]([O:25][C:26]([CH3:29])([CH3:28])[CH3:27])=[O:24])[CH2:11]1. Given the reactants [F:1][C:2]1[CH:3]=[C:4]([C@H:8]2[C@H:12]([NH:13]C(OCC[Si](C)(C)C)=O)[CH2:11][N:10]([C:23]([O:25][C:26]([CH3:29])([CH3:28])[CH3:27])=[O:24])[CH2:9]2)[CH:5]=[CH:6][CH:7]=1.[F-].C([N+](CCCC)(CCCC)CCCC)CCC, predict the reaction product.